From a dataset of Forward reaction prediction with 1.9M reactions from USPTO patents (1976-2016). Predict the product of the given reaction. (1) Given the reactants [CH3:1][O:2][C:3](=[O:20])[CH2:4][C:5]1[CH:10]=[CH:9][C:8]([B:11]2[O:15][C:14]([CH3:17])([CH3:16])[C:13]([CH3:19])([CH3:18])[O:12]2)=[CH:7][CH:6]=1.[Li+].[CH3:22]C([N-]C(C)C)C.CI, predict the reaction product. The product is: [CH3:17][C:14]1([CH3:16])[C:13]([CH3:19])([CH3:18])[O:12][B:11]([C:8]2[CH:7]=[CH:6][C:5]([CH:4]([CH3:22])[C:3]([O:2][CH3:1])=[O:20])=[CH:10][CH:9]=2)[O:15]1. (2) Given the reactants [Si:1]([N:8]1[C:16]2[C:11](=[C:12](Cl)[CH:13]=[CH:14][CH:15]=2)[CH:10]=[CH:9]1)([C:4]([CH3:7])([CH3:6])[CH3:5])([CH3:3])[CH3:2].[N:18]1([C:24]([O:26][C:27]([CH3:30])([CH3:29])[CH3:28])=[O:25])[CH2:23][CH2:22][NH:21][CH2:20][CH2:19]1.C1(P(C2CCCCC2)C2C=CC=CC=2C2C=CC=CC=2)CCCCC1.C(O[Na])(C)(C)C.OP([O-])(O)=O.[K+], predict the reaction product. The product is: [Si:1]([N:8]1[C:16]2[C:11](=[C:12]([N:21]3[CH2:20][CH2:19][N:18]([C:24]([O:26][C:27]([CH3:30])([CH3:29])[CH3:28])=[O:25])[CH2:23][CH2:22]3)[CH:13]=[CH:14][CH:15]=2)[CH:10]=[CH:9]1)([C:4]([CH3:7])([CH3:6])[CH3:5])([CH3:3])[CH3:2].